This data is from Peptide-MHC class II binding affinity with 134,281 pairs from IEDB. The task is: Regression. Given a peptide amino acid sequence and an MHC pseudo amino acid sequence, predict their binding affinity value. This is MHC class II binding data. (1) The peptide sequence is LQSLGADIASEQAVL. The MHC is HLA-DQA10501-DQB10201 with pseudo-sequence HLA-DQA10501-DQB10201. The binding affinity (normalized) is 0.587. (2) The peptide sequence is PKSVIGTFVAEFKSR. The MHC is DRB1_0101 with pseudo-sequence DRB1_0101. The binding affinity (normalized) is 0.406. (3) The binding affinity (normalized) is 0.832. The peptide sequence is RFFLPIFSEFVLLAT. The MHC is DRB1_0404 with pseudo-sequence DRB1_0404. (4) The peptide sequence is AGIMIFDPYGATISA. The binding affinity (normalized) is 0.392. The MHC is DRB1_1602 with pseudo-sequence DRB1_1602.